Regression. Given a peptide amino acid sequence and an MHC pseudo amino acid sequence, predict their binding affinity value. This is MHC class I binding data. From a dataset of Peptide-MHC class I binding affinity with 185,985 pairs from IEDB/IMGT. (1) The peptide sequence is EQYKTESFF. The MHC is HLA-B15:01 with pseudo-sequence HLA-B15:01. The binding affinity (normalized) is 0.826. (2) The peptide sequence is EARGKEKLL. The MHC is HLA-A30:01 with pseudo-sequence HLA-A30:01. The binding affinity (normalized) is 0.0847. (3) The peptide sequence is WSILRQRCW. The MHC is HLA-B15:01 with pseudo-sequence HLA-B15:01. The binding affinity (normalized) is 0.580. (4) The peptide sequence is TSNWTGNYF. The MHC is HLA-B15:01 with pseudo-sequence HLA-B15:01. The binding affinity (normalized) is 0.173. (5) The MHC is HLA-A02:06 with pseudo-sequence HLA-A02:06. The binding affinity (normalized) is 0.00246. The peptide sequence is IPQCRLTPL.